Task: Predict the product of the given reaction.. Dataset: Forward reaction prediction with 1.9M reactions from USPTO patents (1976-2016) (1) Given the reactants [CH2:1]([CH:8]1[C:17]2[C:12](=[CH:13][C:14]([O:20][CH3:21])=[C:15]([O:18][CH3:19])[CH:16]=2)[CH2:11][CH2:10][NH:9]1)[C:2]1[CH:7]=[CH:6][CH:5]=[CH:4][CH:3]=1.Br[CH2:23][C:24](Br)=[O:25].[F:27][C:28]1[CH:35]=[CH:34][C:31]([CH2:32][NH2:33])=[CH:30][CH:29]=1, predict the reaction product. The product is: [CH2:1]([CH:8]1[C:17]2[C:12](=[CH:13][C:14]([O:20][CH3:21])=[C:15]([O:18][CH3:19])[CH:16]=2)[CH2:11][CH2:10][N:9]1[CH2:23][C:24]([NH:33][CH2:32][C:31]1[CH:34]=[CH:35][C:28]([F:27])=[CH:29][CH:30]=1)=[O:25])[C:2]1[CH:3]=[CH:4][CH:5]=[CH:6][CH:7]=1. (2) Given the reactants [CH3:1][C:2]1[CH:7]=[C:6]([S:8][C:9]2[CH:14]=[N:13][CH:12]=[CH:11][N:10]=2)[CH:5]=[C:4]([CH3:15])[C:3]=1[C:16]1[N:17]=[C:18]([NH2:21])[S:19][CH:20]=1.C(N(CC)CC)C.Cl.[C:30](Cl)(=[O:37])[C:31]1[CH:36]=[CH:35][N:34]=[CH:33][CH:32]=1, predict the reaction product. The product is: [CH3:15][C:4]1[CH:5]=[C:6]([S:8][C:9]2[CH:14]=[N:13][CH:12]=[CH:11][N:10]=2)[CH:7]=[C:2]([CH3:1])[C:3]=1[C:16]1[N:17]=[C:18]([NH:21][C:30](=[O:37])[C:31]2[CH:36]=[CH:35][N:34]=[CH:33][CH:32]=2)[S:19][CH:20]=1. (3) Given the reactants [Si]([O:8][CH2:9][CH2:10][O:11][C:12]1[CH:43]=[C:42]([F:44])[C:15]([CH2:16][S:17][C:18]2[N:19]([C:35]3[CH:40]=[CH:39][C:38]([F:41])=[CH:37][CH:36]=3)[C:20]([C:23]([C:26]3[CH:31]=[CH:30][C:29]([Cl:32])=[C:28]([O:33][CH3:34])[CH:27]=3)([CH3:25])[CH3:24])=[CH:21][N:22]=2)=[C:14]([F:45])[CH:13]=1)(C(C)(C)C)(C)C, predict the reaction product. The product is: [Cl:32][C:29]1[CH:30]=[CH:31][C:26]([C:23]([C:20]2[N:19]([C:35]3[CH:40]=[CH:39][C:38]([F:41])=[CH:37][CH:36]=3)[C:18]([S:17][CH2:16][C:15]3[C:14]([F:45])=[CH:13][C:12]([O:11][CH2:10][CH2:9][OH:8])=[CH:43][C:42]=3[F:44])=[N:22][CH:21]=2)([CH3:25])[CH3:24])=[CH:27][C:28]=1[O:33][CH3:34]. (4) Given the reactants [CH3:1][C:2]1[N:6]([CH:7]([CH3:9])[CH3:8])[C:5]([C:10]2[CH:15]=[CH:14][N:13]=[C:12]([NH:16][CH:17]3[CH2:22][CH2:21][CH:20]([NH2:23])[CH2:19][CH2:18]3)[N:11]=2)=[CH:4][N:3]=1.[CH3:24][CH2:25][N:26]([CH:30]([CH3:32])C)[CH:27]([CH3:29])C.ClCC[CH2:36][S:37](Cl)(=[O:39])=[O:38], predict the reaction product. The product is: [CH3:1][C:2]1[N:6]([CH:7]([CH3:9])[CH3:8])[C:5]([C:10]2[CH:15]=[CH:14][N:13]=[C:12]([NH:16][CH:17]3[CH2:18][CH2:19][CH:20]([NH:23][S:37]([CH2:36][CH2:32][CH2:30][N:26]4[CH2:25][CH2:24][CH2:29][CH2:27]4)(=[O:39])=[O:38])[CH2:21][CH2:22]3)[N:11]=2)=[CH:4][N:3]=1. (5) Given the reactants Cl[C:2]1C2OCCCC=2C(C)=C(C2C(C3SC=CC=3)=NN(C)C=2C=O)C=1.[Cl:26][C:27]1[C:36]2[O:35][CH2:34][CH2:33][CH2:32][C:31]=2[C:30]([CH3:37])=[C:29]([C:38]2[C:39]([C:49]3[S:50][CH:51]=[CH:52][CH:53]=3)=[N:40][N:41]([CH3:48])[C:42]=2[CH:43]([OH:47])[C:44]([O-:46])=[O:45])[CH:28]=1, predict the reaction product. The product is: [Cl:26][C:27]1[C:36]2[O:35][CH2:34][CH2:33][CH2:32][C:31]=2[C:30]([CH3:37])=[C:29]([C:38]2[C:39]([C:49]3[S:50][CH:51]=[CH:52][CH:53]=3)=[N:40][N:41]([CH3:48])[C:42]=2[CH:43]([OH:47])[C:44]([O:46][CH3:2])=[O:45])[CH:28]=1. (6) The product is: [CH2:8]([N:29]1[CH2:30][CH2:31][N:27]([C:19]2[S:20][C:21]([C:22]([O:24][CH2:25][CH3:26])=[O:23])=[C:17]([CH3:16])[N:18]=2)[C:28]1=[O:32])[C:9]1[CH:14]=[CH:13][CH:12]=[CH:11][CH:10]=1. Given the reactants BrCC1CC1(F)F.[CH2:8](Br)[C:9]1[CH:14]=[CH:13][CH:12]=[CH:11][CH:10]=1.[CH3:16][C:17]1[N:18]=[C:19]([N:27]2[CH2:31][CH2:30][NH:29][C:28]2=[O:32])[S:20][C:21]=1[C:22]([O:24][CH2:25][CH3:26])=[O:23], predict the reaction product.